From a dataset of NCI-60 drug combinations with 297,098 pairs across 59 cell lines. Regression. Given two drug SMILES strings and cell line genomic features, predict the synergy score measuring deviation from expected non-interaction effect. (1) Drug 1: C1CCC(C1)C(CC#N)N2C=C(C=N2)C3=C4C=CNC4=NC=N3. Drug 2: CC1C(C(CC(O1)OC2CC(CC3=C2C(=C4C(=C3O)C(=O)C5=C(C4=O)C(=CC=C5)OC)O)(C(=O)C)O)N)O.Cl. Cell line: UO-31. Synergy scores: CSS=22.4, Synergy_ZIP=-5.15, Synergy_Bliss=-1.87, Synergy_Loewe=0.854, Synergy_HSA=1.73. (2) Drug 1: C1=CC=C(C=C1)NC(=O)CCCCCCC(=O)NO. Drug 2: C(CCl)NC(=O)N(CCCl)N=O. Cell line: SF-268. Synergy scores: CSS=12.9, Synergy_ZIP=-6.87, Synergy_Bliss=-3.38, Synergy_Loewe=-2.86, Synergy_HSA=-0.645. (3) Drug 1: CCCCCOC(=O)NC1=NC(=O)N(C=C1F)C2C(C(C(O2)C)O)O. Drug 2: C(CCl)NC(=O)N(CCCl)N=O. Cell line: TK-10. Synergy scores: CSS=-1.37, Synergy_ZIP=-1.22, Synergy_Bliss=-4.74, Synergy_Loewe=-3.57, Synergy_HSA=-4.07. (4) Drug 1: CC1CC(C(C(C=C(C(C(C=CC=C(C(=O)NC2=CC(=O)C(=C(C1)C2=O)OC)C)OC)OC(=O)N)C)C)O)OC. Drug 2: CN1C=C(C=N1)C2=C3N=C(C(=C(N3N=C2)N)Br)C4CCCNC4. Cell line: NCIH23. Synergy scores: CSS=73.5, Synergy_ZIP=-1.49, Synergy_Bliss=-4.26, Synergy_Loewe=-2.57, Synergy_HSA=1.09. (5) Drug 1: C1C(C(OC1N2C=C(C(=O)NC2=O)F)CO)O. Drug 2: CC1=C(C(CCC1)(C)C)C=CC(=CC=CC(=CC(=O)O)C)C. Cell line: M14. Synergy scores: CSS=14.1, Synergy_ZIP=-4.15, Synergy_Bliss=0.0587, Synergy_Loewe=-40.8, Synergy_HSA=1.04. (6) Drug 1: C1CCC(CC1)NC(=O)N(CCCl)N=O. Drug 2: C1=NNC2=C1C(=O)NC=N2. Cell line: CAKI-1. Synergy scores: CSS=25.7, Synergy_ZIP=-10.6, Synergy_Bliss=-8.73, Synergy_Loewe=-3.86, Synergy_HSA=-3.42. (7) Drug 2: C1=C(C(=O)NC(=O)N1)F. Drug 1: CNC(=O)C1=CC=CC=C1SC2=CC3=C(C=C2)C(=NN3)C=CC4=CC=CC=N4. Cell line: NCI-H322M. Synergy scores: CSS=41.3, Synergy_ZIP=11.5, Synergy_Bliss=12.3, Synergy_Loewe=11.4, Synergy_HSA=11.9. (8) Drug 1: CN(C)C1=NC(=NC(=N1)N(C)C)N(C)C. Drug 2: CCC1(CC2CC(C3=C(CCN(C2)C1)C4=CC=CC=C4N3)(C5=C(C=C6C(=C5)C78CCN9C7C(C=CC9)(C(C(C8N6C=O)(C(=O)OC)O)OC(=O)C)CC)OC)C(=O)OC)O.OS(=O)(=O)O. Cell line: HCT116. Synergy scores: CSS=27.9, Synergy_ZIP=6.96, Synergy_Bliss=10.7, Synergy_Loewe=-9.51, Synergy_HSA=5.04.